Dataset: Full USPTO retrosynthesis dataset with 1.9M reactions from patents (1976-2016). Task: Predict the reactants needed to synthesize the given product. (1) Given the product [S:10]1[CH:14]=[CH:13][C:12]2[CH:15]=[CH:16][CH:17]=[C:18]([C:6]3[C:5]([CH3:9])=[CH:4][N:3]=[C:2]([F:1])[CH:7]=3)[C:11]1=2, predict the reactants needed to synthesize it. The reactants are: [F:1][C:2]1[CH:7]=[C:6](I)[C:5]([CH3:9])=[CH:4][N:3]=1.[S:10]1[CH:14]=[CH:13][C:12]2[CH:15]=[CH:16][CH:17]=[C:18](B3OC(C)(C)C(C)(C)O3)[C:11]1=2.ClCCl.C(=O)([O-])[O-].[Na+].[Na+]. (2) Given the product [C:27]([O:32][CH2:33][CH2:34][N:6]=[C:1]=[O:3])(=[O:31])[C:28]([CH3:30])=[CH2:29], predict the reactants needed to synthesize it. The reactants are: [C:1](=[O:3])=O.CO.[N:6](C(C)(C)C#N)=NC(C)(C)C#N.C(OC(C)COC)(=O)C.[C:27]([O:32][CH2:33][CH2:34]O)(=[O:31])[C:28]([CH3:30])=[CH2:29].C=CC1C=CC=CC=1.C(OCCCC)(=O)C=C. (3) Given the product [O:66]1[C:67]2[CH:44]=[CH:45][C:36]([CH2:35][N:11]([CH:12]3[CH2:13][CH2:14][N:15]([CH2:18][CH2:19][N:20]4[C:29]5[C:24](=[CH:25][CH:26]=[C:27]([C:30]([N:48]([CH3:49])[CH3:47])=[O:31])[CH:28]=5)[C:23]([CH3:33])=[CH:22][C:21]4=[O:34])[CH2:16][CH2:17]3)[C:9](=[O:10])[O:8][C:4]([CH3:7])([CH3:6])[CH3:5])=[CH:37][C:78]=2[O:77][CH2:74][CH2:75]1, predict the reactants needed to synthesize it. The reactants are: ClCCl.[C:4]([O:8][C:9]([N:11]([CH2:35][C:36]1[CH:45]=[CH:44]C2OCCOC=2[CH:37]=1)[CH:12]1[CH2:17][CH2:16][N:15]([CH2:18][CH2:19][N:20]2[C:29]3[C:24](=[CH:25][CH:26]=[C:27]([C:30](O)=[O:31])[CH:28]=3)[C:23]([CH3:33])=[CH:22][C:21]2=[O:34])[CH2:14][CH2:13]1)=[O:10])([CH3:7])([CH3:6])[CH3:5].Cl.[CH3:47][NH:48][CH3:49].F[P-](F)(F)(F)(F)F.N1([O:66][C:67](N(C)C)=[N+](C)C)C2N=CC=CC=2N=N1.[C:74]([O:77][CH2:78]C)(=O)[CH3:75]. (4) Given the product [Br:1][C:2]1[C:14]2[NH:13][C:12]3[C:7](=[CH:8][CH:9]=[CH:10][CH:11]=3)[C:6]=2[C:5]([O:15][CH2:16][C@@H:17]([OH:18])[CH2:19][NH:13][CH2:12][CH:7]2[CH2:8][CH2:9][N:39]([S:36]([C:29]3[CH:28]=[CH:33][C:32]([O:34][CH3:35])=[CH:31][CH:30]=3)(=[O:37])=[O:38])[CH2:5][CH2:6]2)=[CH:4][CH:3]=1, predict the reactants needed to synthesize it. The reactants are: [Br:1][C:2]1[C:14]2[NH:13][C:12]3[C:7](=[CH:8][CH:9]=[CH:10][CH:11]=3)[C:6]=2[C:5]([O:15][CH2:16][C@@H:17]2[CH2:19][O:18]2)=[CH:4][CH:3]=1.NCC1CCN([C:28]2[CH:33]=[C:32]([O:34][CH3:35])[CH:31]=[CH:30][C:29]=2[S:36]([NH2:39])(=[O:38])=[O:37])CC1. (5) Given the product [I-:22].[CH2:10]([O:9][C:8]([NH:7][C:2]([CH3:1])([CH3:6])[CH2:3][S+:4]([CH3:18])[CH3:5])=[O:17])[C:11]1[CH:12]=[CH:13][CH:14]=[CH:15][CH:16]=1, predict the reactants needed to synthesize it. The reactants are: [CH3:1][C:2]([NH:7][C:8](=[O:17])[O:9][CH2:10][C:11]1[CH:16]=[CH:15][CH:14]=[CH:13][CH:12]=1)([CH3:6])[CH2:3][S:4][CH3:5].[CH2:18](O)C.C[I:22].[Al]. (6) Given the product [F:16][C:17]1[CH:22]=[CH:21][C:20]([C:2]2[N:6]3[CH:7]=[CH:8][C:9]([C:11]([CH3:15])([CH3:14])[C:12]#[N:13])=[N:10][C:5]3=[N:4][CH:3]=2)=[CH:19][C:18]=1[C:26]1[CH:27]=[N:28][CH:29]=[CH:30][CH:31]=1, predict the reactants needed to synthesize it. The reactants are: Br[C:2]1[N:6]2[CH:7]=[CH:8][C:9]([C:11]([CH3:15])([CH3:14])[C:12]#[N:13])=[N:10][C:5]2=[N:4][CH:3]=1.[F:16][C:17]1[CH:22]=[CH:21][C:20](B(O)O)=[CH:19][C:18]=1[C:26]1[CH:27]=[N:28][CH:29]=[CH:30][CH:31]=1.